Task: Predict the product of the given reaction.. Dataset: Forward reaction prediction with 1.9M reactions from USPTO patents (1976-2016) (1) Given the reactants Cl[C:2]([O:4][C:5]1[CH:10]=[CH:9][CH:8]=[CH:7][CH:6]=1)=[O:3].[CH2:11]([CH:14]1[CH2:19][CH2:18][N:17](C(OC(C)(C)C)=O)[CH2:16][CH2:15]1)[C:12]#[CH:13], predict the reaction product. The product is: [CH2:11]([CH:14]1[CH2:19][CH2:18][N:17]([C:2]([O:4][C:5]2[CH:10]=[CH:9][CH:8]=[CH:7][CH:6]=2)=[O:3])[CH2:16][CH2:15]1)[C:12]#[CH:13]. (2) Given the reactants [CH2:1]1[CH2:9][O:8][C:7]2[C:3](=[CH:4][S:5][CH:6]=2)[O:2]1.Br[Si](C)(C)C.C(O)(=O)C.C(O)(=O)C.IC1C=CC=CC=1.[C:30]1([N:36]2C=CC=C2)[CH:35]=[CH:34][CH:33]=[CH:32][CH:31]=1.FC(F)(F)C(O)C(F)(F)F.FC(F)(F)C(O)=O.C(=O)(O)[O-].[Na+], predict the reaction product. The product is: [C:30]1([N:36]2[CH:4]=[CH:3][CH:7]=[CH:6]2)[CH:35]=[CH:34][CH:33]=[CH:32][CH:31]=1.[CH2:1]1[CH2:9][O:8][C:7]2[C:3](=[CH:4][S:5][CH:6]=2)[O:2]1. (3) Given the reactants Cl.[NH2:2][C@H:3]([C:5]1[C:6](=[O:16])[NH:7][C:8]2[C:13]([CH:14]=1)=[CH:12][C:11]([Cl:15])=[CH:10][CH:9]=2)[CH3:4].[CH:17]([O:20][C:21](=[O:30])[NH:22][C:23]1[CH:28]=[CH:27][N:26]=[C:25](Cl)[N:24]=1)([CH3:19])[CH3:18].CCN(C(C)C)C(C)C.O, predict the reaction product. The product is: [CH:17]([O:20][C:21](=[O:30])[NH:22][C:23]1[CH:28]=[CH:27][N:26]=[C:25]([NH:2][C@H:3]([C:5]2[C:6](=[O:16])[NH:7][C:8]3[C:13]([CH:14]=2)=[CH:12][C:11]([Cl:15])=[CH:10][CH:9]=3)[CH3:4])[N:24]=1)([CH3:19])[CH3:18]. (4) Given the reactants [OH:1][C:2]1[CH:7]=[CH:6][C:5]([N:8]2[CH2:12][CH2:11][CH2:10][C:9]2=[O:13])=[CH:4][CH:3]=1.[F:14][C:15]1[CH:16]=[C:17]([CH:20]=[CH:21][CH:22]=1)[CH2:18]Br.C(=O)([O-])[O-].[K+].[K+].O, predict the reaction product. The product is: [F:14][C:15]1[CH:16]=[C:17]([CH:20]=[CH:21][CH:22]=1)[CH2:18][O:1][C:2]1[CH:7]=[CH:6][C:5]([N:8]2[CH2:12][CH2:11][CH2:10][C:9]2=[O:13])=[CH:4][CH:3]=1. (5) Given the reactants N#N.C(=O)=O.CC(O)C.[CH2:10]=[CH:11][C:12](=[CH2:14])[CH3:13].[CH2:15]([O:17][SiH:18]([O:22][CH2:23][CH3:24])[O:19][CH2:20][CH3:21])[CH3:16], predict the reaction product. The product is: [CH3:14][CH:12]([CH3:13])[CH:11]=[CH:10][Si:18]([O:22][CH2:23][CH3:24])([O:19][CH2:20][CH3:21])[O:17][CH2:15][CH3:16]. (6) Given the reactants Br[C:2]1[CH:3]=[C:4]2[C:9](=[N:10][CH:11]=1)[NH:8][C:7](=[O:12])[CH2:6][CH2:5]2.[CH2:13]([N:20]1[C:28]2[C:23](=[CH:24][CH:25]=[CH:26][CH:27]=2)[C:22]([CH2:29][N:30]([CH3:35])[C:31](=[O:34])[CH:32]=[CH2:33])=[CH:21]1)[C:14]1[CH:19]=[CH:18][CH:17]=[CH:16][CH:15]=1.C1(C)C=CC=CC=1P(C1C=CC=CC=1C)C1C=CC=CC=1C.C(N(C(C)C)CC)(C)C, predict the reaction product. The product is: [CH2:13]([N:20]1[C:28]2[C:23](=[CH:24][CH:25]=[CH:26][CH:27]=2)[C:22]([CH2:29][N:30]([CH3:35])[C:31](=[O:34])/[CH:32]=[CH:33]/[C:2]2[CH:11]=[N:10][C:9]3[NH:8][C:7](=[O:12])[CH2:6][CH2:5][C:4]=3[CH:3]=2)=[CH:21]1)[C:14]1[CH:15]=[CH:16][CH:17]=[CH:18][CH:19]=1. (7) Given the reactants Br[C:2]1[C:3]([CH:8]=[O:9])=[N:4][CH:5]=[CH:6][CH:7]=1.[CH3:10][O:11][C:12]1[CH:17]=[CH:16][CH:15]=[CH:14][C:13]=1B(O)O.COCCOC.C([O-])([O-])=O.[Na+].[Na+], predict the reaction product. The product is: [CH3:10][O:11][C:12]1[CH:17]=[CH:16][CH:15]=[CH:14][C:13]=1[C:2]1[C:3]([CH:8]=[O:9])=[N:4][CH:5]=[CH:6][CH:7]=1. (8) Given the reactants [C:1]([CH2:4][CH2:5][CH2:6][O:7][C:8]1[CH:13]=[CH:12][C:11]([S:14]([C:17]2([C:23](OC(C)(C)C)=[O:24])[CH2:22][CH2:21][O:20][CH2:19][CH2:18]2)(=[O:16])=[O:15])=[CH:10][CH:9]=1)(O)=[O:2].O.[OH:31][N:32]1C2C=CC=CC=2N=N1.C(N(CC)CC)C.[F:48][C:49]([F:62])([F:61])[O:50][C:51]1[CH:60]=[CH:59][C:54]([C:55](=[N:57]O)[NH2:56])=[CH:53][CH:52]=1.Cl.CN(C)CCCN=C=NCC, predict the reaction product. The product is: [OH:31][NH:32][C:23]([C:17]1([S:14]([C:11]2[CH:10]=[CH:9][C:8]([O:7][CH2:6][CH2:5][CH2:4][C:1]3[O:2][N:57]=[C:55]([C:54]4[CH:59]=[CH:60][C:51]([O:50][C:49]([F:62])([F:61])[F:48])=[CH:52][CH:53]=4)[N:56]=3)=[CH:13][CH:12]=2)(=[O:15])=[O:16])[CH2:18][CH2:19][O:20][CH2:21][CH2:22]1)=[O:24].